This data is from Catalyst prediction with 721,799 reactions and 888 catalyst types from USPTO. The task is: Predict which catalyst facilitates the given reaction. (1) Reactant: [C:1]([O:5][C:6](=[O:27])[NH:7][CH2:8][C@@H:9]1[O:13][C:12](=[O:14])[N:11]([C:15]2[CH:16]=[CH:17][C:18]3[C:24](=[O:25])[CH2:23][CH2:22][CH2:21][CH2:20][C:19]=3[CH:26]=2)[CH2:10]1)([CH3:4])([CH3:3])[CH3:2].CC(O[CH:33](N(C)C)[N:34]([CH3:36])[CH3:35])(C)C. Product: [C:1]([O:5][C:6](=[O:27])[NH:7][CH2:8][C@@H:9]1[O:13][C:12](=[O:14])[N:11]([C:15]2[CH:16]=[CH:17][C:18]3[C:24](=[O:25])[C:23](=[CH:33][N:34]([CH3:36])[CH3:35])[CH2:22][CH2:21][CH2:20][C:19]=3[CH:26]=2)[CH2:10]1)([CH3:4])([CH3:2])[CH3:3]. The catalyst class is: 13. (2) Reactant: [Br:1][C:2]1[CH:3]=[C:4]2[C:9](=[CH:10][CH:11]=1)[C:8](=[O:12])[N:7]([C:13]1[CH:18]=[CH:17][C:16]([C:19]([CH3:22])([CH3:21])[CH3:20])=[CH:15][CH:14]=1)[N:6]=[C:5]2[NH:23][C:24]1[N:25](C(C)(C)C)[N:26]=[C:27]([CH3:29])[CH:28]=1. Product: [Br:1][C:2]1[CH:3]=[C:4]2[C:9](=[CH:10][CH:11]=1)[C:8](=[O:12])[N:7]([C:13]1[CH:18]=[CH:17][C:16]([C:19]([CH3:22])([CH3:21])[CH3:20])=[CH:15][CH:14]=1)[N:6]=[C:5]2[NH:23][C:24]1[NH:25][N:26]=[C:27]([CH3:29])[CH:28]=1. The catalyst class is: 106. (3) Reactant: C([O:3][C:4](=[O:38])[CH2:5][C:6]1[CH:11]=[CH:10][C:9]([O:12][CH3:13])=[C:8]([O:14][C:15]2[CH:20]=[CH:19][C:18]([NH:21][C:22](=[O:30])[C:23]3[CH:28]=[CH:27][C:26]([Cl:29])=[CH:25][CH:24]=3)=[CH:17][C:16]=2[CH2:31][S:32][CH2:33][C:34]([F:37])([F:36])[F:35])[CH:7]=1)C.[OH-].[Li+]. Product: [Cl:29][C:26]1[CH:25]=[CH:24][C:23]([C:22]([NH:21][C:18]2[CH:19]=[CH:20][C:15]([O:14][C:8]3[CH:7]=[C:6]([CH2:5][C:4]([OH:38])=[O:3])[CH:11]=[CH:10][C:9]=3[O:12][CH3:13])=[C:16]([CH2:31][S:32][CH2:33][C:34]([F:37])([F:35])[F:36])[CH:17]=2)=[O:30])=[CH:28][CH:27]=1. The catalyst class is: 24. (4) Reactant: [C:1]([O:5][C:6]([N:8]1[CH2:12][C@@H:11]([CH2:13][NH:14][CH3:15])[C@H:10]([CH2:16][N:17]([CH:34]([CH3:36])[CH3:35])[C:18](=[O:33])[C:19]2[CH:24]=[CH:23][C:22]([O:25][CH3:26])=[C:21]([O:27][CH2:28][CH2:29][CH2:30][O:31][CH3:32])[CH:20]=2)[CH2:9]1)=[O:7])([CH3:4])([CH3:3])[CH3:2].[C:37]1([CH2:43][S:44](Cl)(=[O:46])=[O:45])[CH:42]=[CH:41][CH:40]=[CH:39][CH:38]=1.C(N(CC)CC)C.C([O-])(O)=O.[Na+]. Product: [C:1]([O:5][C:6]([N:8]1[CH2:12][C@@H:11]([CH2:13][N:14]([CH3:15])[S:44]([CH2:43][C:37]2[CH:42]=[CH:41][CH:40]=[CH:39][CH:38]=2)(=[O:46])=[O:45])[C@H:10]([CH2:16][N:17]([CH:34]([CH3:36])[CH3:35])[C:18](=[O:33])[C:19]2[CH:24]=[CH:23][C:22]([O:25][CH3:26])=[C:21]([O:27][CH2:28][CH2:29][CH2:30][O:31][CH3:32])[CH:20]=2)[CH2:9]1)=[O:7])([CH3:3])([CH3:4])[CH3:2]. The catalyst class is: 2. (5) Reactant: CCCC[N+](CCCC)(CCCC)CCCC.[F-].[CH2:19]([O:26][CH2:27][C@@H:28]1[C@@H:36]([C@@:37]2([CH3:60])[CH2:42][CH2:41][C@H:40]([O:43][Si](C(C)(C)C)(C)C)[CH2:39][C@@H:38]2[CH2:51][O:52][Si](C(C)(C)C)(C)C)[CH2:35][CH2:34][C@@:33]2([CH3:61])[C@H:29]1[CH2:30][CH2:31][C:32]2=[CH2:62])[C:20]1[CH:25]=[CH:24][CH:23]=[CH:22][CH:21]=1. Product: [CH2:19]([O:26][CH2:27][C@@H:28]1[C@@H:36]([C@@:37]2([CH3:60])[CH2:42][CH2:41][C@H:40]([OH:43])[CH2:39][C@@H:38]2[CH2:51][OH:52])[CH2:35][CH2:34][C@@:33]2([CH3:61])[C@H:29]1[CH2:30][CH2:31][C:32]2=[CH2:62])[C:20]1[CH:21]=[CH:22][CH:23]=[CH:24][CH:25]=1. The catalyst class is: 1. (6) Reactant: [CH3:1][O:2][C:3]1[CH:8]=[CH:7][C:6]([C:9](=O)[CH2:10][CH2:11][C:12]([OH:14])=O)=[CH:5][CH:4]=1.[NH:16]([C:18]1[CH:23]=[CH:22][CH:21]=[CH:20][N:19]=1)[NH2:17].C1(C)C=CC(S(O)(=O)=O)=CC=1.O. Product: [CH3:1][O:2][C:3]1[CH:4]=[CH:5][C:6]([C:9]2[CH2:10][CH2:11][C:12](=[O:14])[N:16]([C:18]3[CH:23]=[CH:22][CH:21]=[CH:20][N:19]=3)[N:17]=2)=[CH:7][CH:8]=1. The catalyst class is: 48. (7) Reactant: [O:1]1[CH2:6][CH2:5][CH2:4][CH2:3][CH:2]1[N:7]1[C:15]2[C:10](=[CH:11][C:12]([OH:16])=[CH:13][CH:14]=2)[C:9](/[CH:17]=[CH:18]/[C:19]2[CH:20]=[N:21][N:22]([CH2:24][CH2:25][O:26][CH:27]3[CH2:32][CH2:31][CH2:30][CH2:29][O:28]3)[CH:23]=2)=[N:8]1.C(=O)([O-])[O-].[Cs+].[Cs+].CS(O[C@H:44]([C:46]1[C:51]([Cl:52])=[CH:50][N:49]=[CH:48][C:47]=1[Cl:53])[CH3:45])(=O)=O. Product: [Cl:53][C:47]1[CH:48]=[N:49][CH:50]=[C:51]([Cl:52])[C:46]=1[C@H:44]([O:16][C:12]1[CH:11]=[C:10]2[C:15](=[CH:14][CH:13]=1)[N:7]([CH:2]1[CH2:3][CH2:4][CH2:5][CH2:6][O:1]1)[N:8]=[C:9]2/[CH:17]=[CH:18]/[C:19]1[CH:20]=[N:21][N:22]([CH2:24][CH2:25][O:26][CH:27]2[CH2:32][CH2:31][CH2:30][CH2:29][O:28]2)[CH:23]=1)[CH3:45]. The catalyst class is: 10.